From a dataset of Full USPTO retrosynthesis dataset with 1.9M reactions from patents (1976-2016). Predict the reactants needed to synthesize the given product. (1) Given the product [CH3:4][C:2]([Si:5]([CH3:22])([CH3:21])[O:6][C@H:7]1[CH2:11][CH2:10][N:9]([C:12]([O:14][C:15]([CH3:16])([CH3:18])[CH3:17])=[O:13])[C@@H:8]1[CH2:19][O:20][S:24]([CH3:23])(=[O:26])=[O:25])([CH3:1])[CH3:3], predict the reactants needed to synthesize it. The reactants are: [CH3:1][C:2]([Si:5]([CH3:22])([CH3:21])[O:6][C@H:7]1[CH2:11][CH2:10][N:9]([C:12]([O:14][C:15]([CH3:18])([CH3:17])[CH3:16])=[O:13])[C@@H:8]1[CH2:19][OH:20])([CH3:4])[CH3:3].[CH3:23][S:24](Cl)(=[O:26])=[O:25].C(N(CC)CC)C.O. (2) The reactants are: [Br:1][CH2:2][C:3]1[S:7][C:6]2[CH:8]=[CH:9][C:10]([Cl:12])=[CH:11][C:5]=2[CH:4]=1.[C:13]1([P:19]([C:26]2[CH:31]=[CH:30][CH:29]=[CH:28][CH:27]=2)[C:20]2[CH:25]=[CH:24][CH:23]=[CH:22][CH:21]=2)[CH:18]=[CH:17][CH:16]=[CH:15][CH:14]=1. Given the product [Br-:1].[Cl:12][C:10]1[CH:9]=[CH:8][C:6]2[S:7][C:3]([CH2:2][P+:19]([C:20]3[CH:21]=[CH:22][CH:23]=[CH:24][CH:25]=3)([C:26]3[CH:31]=[CH:30][CH:29]=[CH:28][CH:27]=3)[C:13]3[CH:14]=[CH:15][CH:16]=[CH:17][CH:18]=3)=[CH:4][C:5]=2[CH:11]=1, predict the reactants needed to synthesize it. (3) Given the product [NH2:32][C@:16]12[CH2:28][CH2:27][C@@H:26]([C:29]([CH3:31])=[CH2:30])[C@@H:17]1[C@@H:18]1[C@@:13]([CH3:33])([CH2:14][CH2:15]2)[C@@:12]2([CH3:34])[C@@H:21]([C@:22]3([CH3:25])[C@@H:9]([CH2:10][CH2:11]2)[C:8]([CH3:35])([CH3:36])[C:7]([C:47]2[CH2:52][CH2:51][CH:50]([C:53]([O:55][CH3:56])=[O:54])[CH2:49][CH:48]=2)=[CH:24][CH2:23]3)[CH2:20][CH2:19]1, predict the reactants needed to synthesize it. The reactants are: FC(F)(F)S(O[C:7]1[C:8]([CH3:36])([CH3:35])[C@H:9]2[C@:22]([CH3:25])([CH2:23][CH:24]=1)[C@@H:21]1[C@:12]([CH3:34])([C@@:13]3([CH3:33])[C@H:18]([CH2:19][CH2:20]1)[C@H:17]1[C@H:26]([C:29]([CH3:31])=[CH2:30])[CH2:27][CH2:28][C@:16]1([NH2:32])[CH2:15][CH2:14]3)[CH2:11][CH2:10]2)(=O)=O.CC1(C)C(C)(C)OB([C:47]2[CH2:52][CH2:51][CH:50]([C:53]([O:55][CH3:56])=[O:54])[CH2:49][CH:48]=2)O1.O.C(=O)([O-])[O-].[Na+].[Na+].